The task is: Predict the product of the given reaction.. This data is from Forward reaction prediction with 1.9M reactions from USPTO patents (1976-2016). (1) The product is: [NH2:9][C:10]1[CH:11]=[CH:12][C:13]([C:16]([CH3:20])([CH3:19])[C:17]#[N:18])=[CH:14][C:15]=1[Cl:1]. Given the reactants [Cl:1]N1C(=O)CCC1=O.[NH2:9][C:10]1[CH:15]=[CH:14][C:13]([C:16]([CH3:20])([CH3:19])[C:17]#[N:18])=[CH:12][CH:11]=1, predict the reaction product. (2) Given the reactants [CH3:1][C:2]1[CH:11]=[CH:10][CH:9]=[C:8]2[C:3]=1[CH:4]=[CH:5][NH:6][C:7]2=[O:12].[Br:13]Br.CCOCC, predict the reaction product. The product is: [Br:13][C:4]1[C:3]2[C:8](=[CH:9][CH:10]=[CH:11][C:2]=2[CH3:1])[C:7](=[O:12])[NH:6][CH:5]=1. (3) Given the reactants [Cl:1][C:2]1[CH:3]=[C:4]([NH2:20])[CH:5]=[C:6]([Cl:19])[C:7]=1[CH2:8][C:9]1[CH:18]=[CH:17][C:16]2[C:11](=[CH:12][CH:13]=[CH:14][CH:15]=2)[N:10]=1.[Cl:21][C:22]1[CH:27]=[C:26]([Cl:28])[CH:25]=[CH:24][C:23]=1[S:29](Cl)(=[O:31])=[O:30], predict the reaction product. The product is: [Cl:21][C:22]1[CH:27]=[C:26]([Cl:28])[CH:25]=[CH:24][C:23]=1[S:29]([NH:20][C:4]1[CH:5]=[C:6]([Cl:19])[C:7]([CH2:8][C:9]2[CH:18]=[CH:17][C:16]3[C:11](=[CH:12][CH:13]=[CH:14][CH:15]=3)[N:10]=2)=[C:2]([Cl:1])[CH:3]=1)(=[O:31])=[O:30]. (4) Given the reactants O.[C:2]([OH:6])(=[O:5])[CH:3]=[O:4].C(O[C:11](=[O:13])[CH3:12])(=O)C.[C:14]([OH:17])(=O)[CH3:15].S(Cl)([Cl:20])=O, predict the reaction product. The product is: [C:14]([O:5][CH:2]([O:6][C:11](=[O:13])[CH3:12])[C:3]([Cl:20])=[O:4])(=[O:17])[CH3:15]. (5) Given the reactants Cl.[CH3:2][N:3]([CH3:21])[CH2:4][CH2:5][CH2:6][N:7]([CH3:20])[C:8]1[CH:16]=[CH:15][C:11]([C:12]([OH:14])=O)=[C:10]([N+:17]([O-:19])=[O:18])[CH:9]=1.O=S(Cl)Cl.[F:26][C:27]1[CH:28]=[C:29]([CH:42]=[C:43]([F:45])[CH:44]=1)[CH2:30][O:31][C:32]1[CH:33]=[C:34]2[C:38](=[CH:39][CH:40]=1)[NH:37][N:36]=[C:35]2[NH2:41], predict the reaction product. The product is: [F:26][C:27]1[CH:28]=[C:29]([CH:42]=[C:43]([F:45])[CH:44]=1)[CH2:30][O:31][C:32]1[CH:33]=[C:34]2[C:38](=[CH:39][CH:40]=1)[NH:37][N:36]=[C:35]2[NH:41][C:12](=[O:14])[C:11]1[CH:15]=[CH:16][C:8]([N:7]([CH2:6][CH2:5][CH2:4][N:3]([CH3:2])[CH3:21])[CH3:20])=[CH:9][C:10]=1[N+:17]([O-:19])=[O:18]. (6) Given the reactants [CH:1]1([C:5]2[C:13]([C:14]3[NH:18][C:17]([O:19][CH2:20][CH3:21])=[N:16][N:15]=3)=[CH:12][C:8]([C:9](O)=[O:10])=[C:7]([CH3:22])[CH:6]=2)[CH2:4][CH2:3][CH2:2]1.CCN(C(C)C)C(C)C.C1C=CC2N(O)N=NC=2C=1.CCN=C=NCCCN(C)C.Cl.[NH:54]1[CH2:59][CH2:58][CH:57]([C:60]2[CH:67]=[CH:66][C:63]([C:64]#[N:65])=[CH:62][CH:61]=2)[CH2:56][CH2:55]1, predict the reaction product. The product is: [CH:1]1([C:5]2[C:13]([C:14]3[NH:18][C:17]([O:19][CH2:20][CH3:21])=[N:16][N:15]=3)=[CH:12][C:8]([C:9]([N:54]3[CH2:59][CH2:58][CH:57]([C:60]4[CH:67]=[CH:66][C:63]([C:64]#[N:65])=[CH:62][CH:61]=4)[CH2:56][CH2:55]3)=[O:10])=[C:7]([CH3:22])[CH:6]=2)[CH2:2][CH2:3][CH2:4]1.